Dataset: Reaction yield outcomes from USPTO patents with 853,638 reactions. Task: Predict the reaction yield, written as a fraction of the theoretical maximum amount of product (1.0 means a 100% yield; for example, 0.34 means a 34% yield). (1) The reactants are Cl[C:2]1[N:11]([C:12]2[CH:17]=[CH:16][C:15]([Cl:18])=[CH:14][CH:13]=2)[C:10](=[O:19])[C:9]2[C:4](=[CH:5][C:6]([C:20]([O:22][CH3:23])=[O:21])=[CH:7][CH:8]=2)[N:3]=1.C(N(CC)C(C)C)(C)C.[Cl:33][C:34]1[CH:41]=[CH:40][C:37]([CH2:38][NH2:39])=[CH:36][CH:35]=1. The catalyst is C(O)(C)C. The product is [Cl:33][C:34]1[CH:41]=[CH:40][C:37]([CH2:38][NH:39][C:2]2[N:11]([C:12]3[CH:17]=[CH:16][C:15]([Cl:18])=[CH:14][CH:13]=3)[C:10](=[O:19])[C:9]3[C:4](=[CH:5][C:6]([C:20]([O:22][CH3:23])=[O:21])=[CH:7][CH:8]=3)[N:3]=2)=[CH:36][CH:35]=1. The yield is 0.440. (2) The reactants are [CH2:1]([O:3][C:4]([C:6]1[CH:7]2[N:24]([CH3:25])[CH:11]([CH2:12][C:13]=1[C:14]1[CH:19]=[CH:18][C:17]([CH2:20][CH2:21][CH2:22][OH:23])=[CH:16][CH:15]=1)[CH2:10][N:9]([C:26]([O:28][C:29]([CH3:32])([CH3:31])[CH3:30])=[O:27])[CH2:8]2)=[O:5])[CH3:2].C([O-])(O)=[O:34].[Na+].ClC(OC(Cl)C)=O.CCN(C(C)C)C(C)C.[CH3:54][C:55]([O:58]C(OC([O:58][C:55]([CH3:57])([CH3:56])[CH3:54])=O)=O)([CH3:57])[CH3:56]. The catalyst is ClCCCl.C(Cl)Cl. The product is [CH2:1]([O:3][C:4]([C:6]1[C@@H:7]2[N:24]([C:25]([O:58][C:55]([CH3:57])([CH3:56])[CH3:54])=[O:34])[C@H:11]([CH2:12][C:13]=1[C:14]1[CH:19]=[CH:18][C:17]([CH2:20][CH2:21][CH2:22][OH:23])=[CH:16][CH:15]=1)[CH2:10][N:9]([C:26]([O:28][C:29]([CH3:31])([CH3:30])[CH3:32])=[O:27])[CH2:8]2)=[O:5])[CH3:2]. The yield is 0.860.